From a dataset of Forward reaction prediction with 1.9M reactions from USPTO patents (1976-2016). Predict the product of the given reaction. (1) Given the reactants O[CH2:2][C@@H:3]([NH2:8])[CH2:4][CH:5]([CH3:7])[CH3:6].COC(=O)[C@H](CC(C)C)N.OCCN.[F:23][C:24]([F:38])([F:37])[C:25]1[CH:30]=[C:29]([N+:31]([O-:33])=[O:32])[CH:28]=[CH:27][C:26]=1[N:34]=[C:35]=[S:36], predict the reaction product. The product is: [F:38][C:24]([F:37])([F:23])[C:25]1[CH:30]=[C:29]([N+:31]([O-:33])=[O:32])[CH:28]=[CH:27][C:26]=1[N:34]=[C:35]1[NH:8][C@@H:3]([CH2:4][CH:5]([CH3:7])[CH3:6])[CH2:2][S:36]1. (2) Given the reactants [Br:1][C:2]1[CH:7]=[C:6]([Cl:8])[C:5]([CH3:9])=[CH:4][C:3]=1[F:10].[Br:11]N1C(=O)CCC1=O.N(C(C)(C)C#N)=NC(C)(C)C#N, predict the reaction product. The product is: [Br:1][C:2]1[CH:7]=[C:6]([Cl:8])[C:5]([CH2:9][Br:11])=[CH:4][C:3]=1[F:10]. (3) Given the reactants [Si:1]([O:8][CH2:9][C:10]1[N:15]=[CH:14][C:13]2[N:16]=[CH:17][N:18]([C:19]3[S:23][C:22]([C:24]([O:26][CH3:27])=[O:25])=[C:21]([OH:28])[CH:20]=3)[C:12]=2[CH:11]=1)([C:4]([CH3:7])([CH3:6])[CH3:5])([CH3:3])[CH3:2].[F:29][C:30]1[CH:35]=[CH:34][C:33]([CH:36](O)[CH3:37])=[C:32]([C:39]([F:42])([F:41])[F:40])[CH:31]=1.C1(P(C2C=CC=CC=2)C2C=CC=CC=2)C=CC=CC=1.N(C(OC(C)(C)C)=O)=NC(OC(C)(C)C)=O, predict the reaction product. The product is: [Si:1]([O:8][CH2:9][C:10]1[N:15]=[CH:14][C:13]2[N:16]=[CH:17][N:18]([C:19]3[S:23][C:22]([C:24]([O:26][CH3:27])=[O:25])=[C:21]([O:28][CH:36]([C:33]4[CH:34]=[CH:35][C:30]([F:29])=[CH:31][C:32]=4[C:39]([F:42])([F:40])[F:41])[CH3:37])[CH:20]=3)[C:12]=2[CH:11]=1)([C:4]([CH3:5])([CH3:6])[CH3:7])([CH3:2])[CH3:3]. (4) Given the reactants C[O:2][C:3](=O)[C:4]1[CH:9]=[CH:8][C:7]([O:10][CH2:11][C:12]2[C:13]([C:21]3[CH:26]=[CH:25][CH:24]=[CH:23][CH:22]=3)=[N:14][O:15][C:16]=2[C:17]([F:20])([F:19])[F:18])=[N:6][CH:5]=1.COC(=O)[C:31]1C=CC(OCC2C(C3C=CC(Cl)=CC=3)=NOC=2C)=[N:33][CH:32]=1.C(N)C, predict the reaction product. The product is: [CH2:32]([NH:33][C:3](=[O:2])[C:4]1[CH:9]=[CH:8][C:7]([O:10][CH2:11][C:12]2[C:13]([C:21]3[CH:26]=[CH:25][CH:24]=[CH:23][CH:22]=3)=[N:14][O:15][C:16]=2[C:17]([F:18])([F:19])[F:20])=[N:6][CH:5]=1)[CH3:31]. (5) Given the reactants [CH3:1][O:2][C:3]([C:5]1([C:18]2[CH:23]=[CH:22][CH:21]=[C:20]([F:24])[C:19]=2[CH3:25])[CH2:9][CH2:8][C:7](OS(C(F)(F)F)(=O)=O)=[CH:6]1)=[O:4].Br[C:27]1[C:35]2[S:34][N:33]=[CH:32][C:31]=2[CH:30]=[CH:29][CH:28]=1, predict the reaction product. The product is: [S:34]1[C:35]2[C:27]([C:7]3[CH2:8][CH2:9][C@:5]([C:18]4[CH:23]=[CH:22][CH:21]=[C:20]([F:24])[C:19]=4[CH3:25])([C:3]([O:2][CH3:1])=[O:4])[CH:6]=3)=[CH:28][CH:29]=[CH:30][C:31]=2[CH:32]=[N:33]1. (6) The product is: [F:22][C:19]1[CH:20]=[CH:21][C:16]([C:15]2[C:10]3[C:9](=[CH:14][CH:13]=[CH:12][CH:11]=3)[NH:8][C:6](=[O:7])[C:5]=2[NH:4][C:1](=[O:3])[CH3:2])=[CH:17][CH:18]=1. Given the reactants [C:1]([NH:4][CH2:5][C:6]([NH:8][C:9]1[CH:14]=[CH:13][CH:12]=[CH:11][C:10]=1[C:15](=O)[C:16]1[CH:21]=[CH:20][C:19]([F:22])=[CH:18][CH:17]=1)=[O:7])(=[O:3])[CH3:2].CC(C)([O-])C.[K+], predict the reaction product. (7) Given the reactants [CH2:1]([N:5]([CH2:39][CH2:40][CH2:41][CH3:42])[C:6]1[CH:11]=[CH:10][C:9]([CH:12]=[CH:13][C:14]2[S:18][C:17]([CH:19]=O)=[CH:16][CH:15]=2)=[C:8]([O:21][Si:22]([C:35]([CH3:38])([CH3:37])[CH3:36])([C:29]2[CH:34]=[CH:33][CH:32]=[CH:31][CH:30]=2)[C:23]2[CH:28]=[CH:27][CH:26]=[CH:25][CH:24]=2)[CH:7]=1)[CH2:2][CH2:3][CH3:4].[C:43]([C:45]1[C:46](=[C:56]([C:59]#[N:60])[C:57]#[N:58])[O:47][C:48]([CH3:55])([C:51]([F:54])([F:53])[F:52])[C:49]=1[CH3:50])#[N:44], predict the reaction product. The product is: [CH2:39]([N:5]([CH2:1][CH2:2][CH2:3][CH3:4])[C:6]1[CH:11]=[CH:10][C:9]([CH:12]=[CH:13][C:14]2[S:18][C:17]([CH:19]=[CH:50][C:49]3[C:48]([CH3:55])([C:51]([F:54])([F:52])[F:53])[O:47][C:46](=[C:56]([C:57]#[N:58])[C:59]#[N:60])[C:45]=3[C:43]#[N:44])=[CH:16][CH:15]=2)=[C:8]([O:21][Si:22]([C:35]([CH3:38])([CH3:37])[CH3:36])([C:23]2[CH:28]=[CH:27][CH:26]=[CH:25][CH:24]=2)[C:29]2[CH:34]=[CH:33][CH:32]=[CH:31][CH:30]=2)[CH:7]=1)[CH2:40][CH2:41][CH3:42]. (8) Given the reactants [NH2:1][C:2]1[C:7]([C:8]#[N:9])=[C:6]([N:10]2[CH2:15][CH2:14][CH:13]([C:16]3[N:17]([CH2:30][CH2:31][N:32]4[CH2:35][CH2:34][CH2:33]4)[CH:18]=[C:19]([C:21]4[CH:26]=[CH:25][C:24]([F:27])=[C:23](OC)[CH:22]=4)[N:20]=3)[CH2:12][CH2:11]2)[N:5]=[CH:4][N:3]=1.N1(CCN2C=C(C3C=CC(F)=C(C)C=3)N=C2C2CCNCC2)CC[CH2:37]1.Cl.N1(CCN2C=C(C3C=CC(F)=C(OC)C=3)N=C2C2CCNCC2)CCC1, predict the reaction product. The product is: [NH2:1][C:2]1[C:7]([C:8]#[N:9])=[C:6]([N:10]2[CH2:15][CH2:14][CH:13]([C:16]3[N:17]([CH2:30][CH2:31][N:32]4[CH2:35][CH2:34][CH2:33]4)[CH:18]=[C:19]([C:21]4[CH:26]=[CH:25][C:24]([F:27])=[C:23]([CH3:37])[CH:22]=4)[N:20]=3)[CH2:12][CH2:11]2)[N:5]=[CH:4][N:3]=1. (9) Given the reactants [C:1]([NH:18][C@H:19]([C:23]([OH:25])=[O:24])[CH:20]([CH3:22])[CH3:21])([O:3][CH2:4][CH:5]1[C:17]2[C:12](=[CH:13][CH:14]=[CH:15][CH:16]=2)[C:11]2[C:6]1=[CH:7][CH:8]=[CH:9][CH:10]=2)=[O:2].CCN(C(C)C)C(C)C.[Cl-].O[C@H:37](/[CH:59]=[CH:60]/[CH2:61][CH2:62][S:63][C:64]([C:77]1[CH:82]=[CH:81][CH:80]=[CH:79][CH:78]=1)([C:71]1[CH:76]=[CH:75][CH:74]=[CH:73][CH:72]=1)[C:65]1[CH:70]=[CH:69][CH:68]=[CH:67][CH:66]=1)[CH2:38][C:39]([NH:41][CH2:42][C:43]1[N:48]=[C:47]([C:49]2[CH:54]=[CH:53][CH:52]=[C:51]([C:55]([O:57][CH3:58])=[O:56])[N:50]=2)[CH:46]=[CH:45][CH:44]=1)=[O:40], predict the reaction product. The product is: [CH:7]1[C:6]2[CH:5]([CH2:4][O:3][C:1](=[O:2])[NH:18][C@H:19]([CH:20]([CH3:21])[CH3:22])[C:23](=[O:25])[O:24][C@H:37](/[CH:59]=[CH:60]/[CH2:61][CH2:62][S:63][C:64]([C:77]3[CH:82]=[CH:81][CH:80]=[CH:79][CH:78]=3)([C:71]3[CH:72]=[CH:73][CH:74]=[CH:75][CH:76]=3)[C:65]3[CH:66]=[CH:67][CH:68]=[CH:69][CH:70]=3)[CH2:38][C:39](=[O:40])[NH:41][CH2:42][C:43]3[N:48]=[C:47]([C:49]4[CH:54]=[CH:53][CH:52]=[C:51]([C:55]([O:57][CH3:58])=[O:56])[N:50]=4)[CH:46]=[CH:45][CH:44]=3)[C:17]3[C:12](=[CH:13][CH:14]=[CH:15][CH:16]=3)[C:11]=2[CH:10]=[CH:9][CH:8]=1.